Dataset: Full USPTO retrosynthesis dataset with 1.9M reactions from patents (1976-2016). Task: Predict the reactants needed to synthesize the given product. (1) Given the product [CH2:31]([O:30][C:28](=[O:29])[CH2:27][C:7]1([OH:6])[CH2:11][N:10]([C:12]([O:14][C:15]([CH3:16])([CH3:17])[CH3:18])=[O:13])[C@H:9]([C:19]([O:21][C:22]([CH3:25])([CH3:24])[CH3:23])=[O:20])[CH2:8]1)[CH3:32], predict the reactants needed to synthesize it. The reactants are: Cl[Si](C)(C)C.[O:6]=[C:7]1[CH2:11][N:10]([C:12]([O:14][C:15]([CH3:18])([CH3:17])[CH3:16])=[O:13])[C@H:9]([C:19]([O:21][C:22]([CH3:25])([CH3:24])[CH3:23])=[O:20])[CH2:8]1.Br[CH2:27][C:28]([O:30][CH2:31][CH3:32])=[O:29]. (2) Given the product [Cl:27][CH:11]([C:9]1[O:10][C:6]2[CH:5]=[CH:4][C:3]([O:2][CH3:1])=[CH:18][C:7]=2[C:8]=1[CH3:17])[CH2:12][CH:13]([CH3:15])[CH3:14], predict the reactants needed to synthesize it. The reactants are: [CH3:1][O:2][C:3]1[CH:4]=[CH:5][C:6]2[O:10][C:9]([CH:11](O)[CH2:12][CH:13]([CH3:15])[CH3:14])=[C:8]([CH3:17])[C:7]=2[CH:18]=1.N1C=CC=CC=1.S(Cl)([Cl:27])=O.C(=O)([O-])O.[Na+]. (3) Given the product [C:7]([O:11][C:12]([N:14]1[CH2:22][CH2:21][CH:17]([CH2:18][OH:19])[CH2:16][CH2:15]1)=[O:13])([CH3:10])([CH3:9])[CH3:8], predict the reactants needed to synthesize it. The reactants are: B.O1CCCC1.[C:7]([O:11][C:12]([N:14]1[CH2:22][CH2:21][CH:17]([C:18](O)=[O:19])[CH2:16][CH2:15]1)=[O:13])([CH3:10])([CH3:9])[CH3:8].O.C([O-])([O-])=O.[K+].[K+]. (4) The reactants are: [Cl:1][C:2]1[C:3]([N:11]2[C:15]([NH:16][CH:17]=[O:18])=[C:14]([C:19]#[N:20])[CH:13]=[N:12]2)=[N:4][N:5]2[CH2:10][CH2:9][CH2:8][CH2:7][C:6]=12.C(=O)([O-])[O-].[K+].[K+].Br[CH2:28][CH2:29][C:30]#[CH:31].O. Given the product [CH2:31]([N:16]([C:15]1[N:11]([C:3]2[C:2]([Cl:1])=[C:6]3[CH2:7][CH2:8][CH2:9][CH2:10][N:5]3[N:4]=2)[N:12]=[CH:13][C:14]=1[C:19]#[N:20])[CH:17]=[O:18])[CH2:30][C:29]#[CH:28], predict the reactants needed to synthesize it. (5) The reactants are: [F:1][C:2]1[N:7]=[CH:6][C:5]([NH:8][C:9](=[O:15])[O:10][C:11]([CH3:14])([CH3:13])[CH3:12])=[CH:4][CH:3]=1.C([Li])(C)(C)C.[Br:21]CCBr. Given the product [Br:21][C:4]1[CH:3]=[C:2]([F:1])[N:7]=[CH:6][C:5]=1[NH:8][C:9](=[O:15])[O:10][C:11]([CH3:12])([CH3:14])[CH3:13], predict the reactants needed to synthesize it. (6) Given the product [CH2:4]([S:6][C:7]1[CH:8]=[C:9]([CH:23]=[CH:24][CH:25]=1)[O:10][C:11]1[N:21]=[CH:20][C:19]([F:22])=[CH:18][C:12]=1[C:13]([OH:15])=[O:14])[CH3:5], predict the reactants needed to synthesize it. The reactants are: O.[OH-].[Li+].[CH2:4]([S:6][C:7]1[CH:8]=[C:9]([CH:23]=[CH:24][CH:25]=1)[O:10][C:11]1[N:21]=[CH:20][C:19]([F:22])=[CH:18][C:12]=1[C:13]([O:15]CC)=[O:14])[CH3:5]. (7) Given the product [Br:21][C:7]1[S:6][C:5]([CH3:8])=[C:4]([CH:9]2[C:17](=[O:18])[CH:16]3[CH:11]([CH:12]4[O:19][CH:15]3[CH2:14][CH2:13]4)[C:10]2=[O:20])[C:3]=1[CH2:1][CH3:2], predict the reactants needed to synthesize it. The reactants are: [CH2:1]([C:3]1[C:4]([CH:9]2[C:17](=[O:18])[CH:16]3[CH:11]([CH:12]4[O:19][CH:15]3[CH2:14][CH2:13]4)[C:10]2=[O:20])=[C:5]([CH3:8])[S:6][CH:7]=1)[CH3:2].[Br:21]Br.